This data is from Full USPTO retrosynthesis dataset with 1.9M reactions from patents (1976-2016). The task is: Predict the reactants needed to synthesize the given product. Given the product [NH2:20][C:8]([NH:4][NH:3][C:2]1[CH:6]=[CH:5][CH:7]=[CH:28][N:26]=1)=[N:9][S:10]([C:13]1[CH:14]=[CH:15][C:16]([CH3:19])=[CH:17][CH:18]=1)(=[O:11])=[O:12], predict the reactants needed to synthesize it. The reactants are: C[C:2]1[CH:6]=[C:5]([CH3:7])[N:4]([C:8](=[NH:20])[NH:9][S:10]([C:13]2[CH:18]=[CH:17][C:16]([CH3:19])=[CH:15][CH:14]=2)(=[O:12])=[O:11])[N:3]=1.CS(O)(=O)=O.[NH:26]([C:28]1C=CC=CN=1)N.